Task: Predict the reactants needed to synthesize the given product.. Dataset: Full USPTO retrosynthesis dataset with 1.9M reactions from patents (1976-2016) (1) Given the product [F:28][C:25]1[CH:24]=[CH:23][C:22]([CH2:21][NH:20][C:18]([N:15]2[CH2:14][CH2:13][CH:12]([NH:11][C:10]3[CH:9]=[CH:8][C:7]([CH2:6][CH2:5][NH:4][CH2:59][C@H:57]([OH:58])[CH2:56][O:55][C:52]4[CH:53]=[CH:54][C:49]([OH:48])=[CH:50][CH:51]=4)=[CH:30][CH:29]=3)[CH2:17][CH2:16]2)=[O:19])=[CH:27][CH:26]=1, predict the reactants needed to synthesize it. The reactants are: C(O)=O.[NH2:4][CH2:5][CH2:6][C:7]1[CH:30]=[CH:29][C:10]([NH:11][CH:12]2[CH2:17][CH2:16][N:15]([C:18]([NH:20][CH2:21][C:22]3[CH:27]=[CH:26][C:25]([F:28])=[CH:24][CH:23]=3)=[O:19])[CH2:14][CH2:13]2)=[CH:9][CH:8]=1.C([Si]([O:48][C:49]1[CH:54]=[CH:53][C:52]([O:55][CH2:56][CH:57]2[CH2:59][O:58]2)=[CH:51][CH:50]=1)(C1C=CC=CC=1)C1C=CC=CC=1)(C)(C)C. (2) Given the product [CH3:1][C:2]1[N:3]([CH2:35][C:36]([OH:38])=[O:37])[C:4]([C:29]2[CH:30]=[CH:31][CH:32]=[CH:33][CH:34]=2)=[C:5]([C:23]2[CH:24]=[CH:25][CH:26]=[CH:27][CH:28]=2)[C:6]=1[CH2:49][C:48]1[CH:51]=[CH:52][CH:53]=[CH:54][C:47]=1[S:44]([N:39]1[CH2:43][CH2:42][CH2:41][CH2:40]1)(=[O:46])=[O:45], predict the reactants needed to synthesize it. The reactants are: [CH3:1][C:2]1[N:3]([CH2:35][C:36]([OH:38])=[O:37])[C:4]([C:29]2[CH:34]=[CH:33][CH:32]=[CH:31][CH:30]=2)=[C:5]([C:23]2[CH:28]=[CH:27][CH:26]=[CH:25][CH:24]=2)[C:6]=1CC1C=CC=CC=1S(C1C=CC=CC=1)(=O)=O.[N:39]1([S:44]([C:47]2[CH:54]=[CH:53][CH:52]=[CH:51][C:48]=2[CH:49]=O)(=[O:46])=[O:45])[CH2:43][CH2:42][CH2:41][CH2:40]1.